Dataset: Forward reaction prediction with 1.9M reactions from USPTO patents (1976-2016). Task: Predict the product of the given reaction. (1) Given the reactants [CH2:1]([O:3][C:4]([CH:6]([P:22]([O:27][CH2:28][CH3:29])([O:24][CH2:25][CH3:26])=[O:23])[O:7][C@@H:8]1[CH2:12][C@H:11]([N:13]2[CH:21]=[C:19]([CH3:20])[C:17](=[O:18])[NH:16][C:14]2=[O:15])[CH:10]=[CH:9]1)=[O:5])[CH3:2], predict the reaction product. The product is: [CH2:1]([O:3][C:4]([CH:6]([P:22]([O:24][CH2:25][CH3:26])([O:27][CH2:28][CH3:29])=[O:23])[O:7][C@@H:8]1[CH2:12][C@H:11]([N:13]2[CH:21]=[C:19]([CH3:20])[C:17](=[O:18])[NH:16][C:14]2=[O:15])[CH2:10][CH2:9]1)=[O:5])[CH3:2]. (2) Given the reactants CC(OC(/N=N/C(OC(C)(C)C)=O)=O)(C)C.[Cl:17][C:18]1[CH:19]=[C:20]([CH:35]=[CH:36][C:37]=1[F:38])[NH:21][C:22]1[C:31]2[C:30]([OH:32])=[CH:29][C:28]([O:33][CH3:34])=[CH:27][C:26]=2[N:25]=[CH:24][N:23]=1.[Si:39]([O:46][C@H:47]1[CH2:51][N:50]([C:52]([O:54][C:55]([CH3:58])([CH3:57])[CH3:56])=[O:53])[C@H:49]([CH2:59]O)[CH2:48]1)([C:42]([CH3:45])([CH3:44])[CH3:43])([CH3:41])[CH3:40].C1(P(C2C=CC=CC=2)C2C=CC=CC=2)C=CC=CC=1, predict the reaction product. The product is: [Si:39]([O:46][C@H:47]1[CH2:51][N:50]([C:52]([O:54][C:55]([CH3:58])([CH3:57])[CH3:56])=[O:53])[C@H:49]([CH2:59][O:32][C:30]2[CH:29]=[C:28]([O:33][CH3:34])[CH:27]=[C:26]3[C:31]=2[C:22]([NH:21][C:20]2[CH:35]=[CH:36][C:37]([F:38])=[C:18]([Cl:17])[CH:19]=2)=[N:23][CH:24]=[N:25]3)[CH2:48]1)([C:42]([CH3:45])([CH3:44])[CH3:43])([CH3:41])[CH3:40]. (3) Given the reactants [CH2:1]([C@H:8]([NH:19][C:20](=[O:30])[O:21][C@@H:22]1[C@H:29]2[C@H:25]([O:26][CH2:27][CH2:28]2)[O:24][CH2:23]1)[C@H:9]([OH:18])[CH2:10][NH:11][O:12][CH:13]([CH2:16][CH3:17])[CH2:14][CH3:15])[C:2]1[CH:7]=[CH:6][CH:5]=[CH:4][CH:3]=1.[N+:31]([C:34]1[CH:39]=[CH:38][C:37]([S:40](Cl)(=[O:42])=[O:41])=[CH:36][CH:35]=1)([O-:33])=[O:32].C(N(C(C)C)CC)(C)C, predict the reaction product. The product is: [CH2:1]([C@H:8]([NH:19][C:20](=[O:30])[O:21][C@@H:22]1[C@H:29]2[C@H:25]([O:26][CH2:27][CH2:28]2)[O:24][CH2:23]1)[C@H:9]([OH:18])[CH2:10][N:11]([O:12][CH:13]([CH2:14][CH3:15])[CH2:16][CH3:17])[S:40]([C:37]1[CH:36]=[CH:35][C:34]([N+:31]([O-:33])=[O:32])=[CH:39][CH:38]=1)(=[O:41])=[O:42])[C:2]1[CH:3]=[CH:4][CH:5]=[CH:6][CH:7]=1.